From a dataset of Forward reaction prediction with 1.9M reactions from USPTO patents (1976-2016). Predict the product of the given reaction. Given the reactants O[C:2]1([C:9]2[CH:10]=[CH:11][C:12]3[O:16][C:15](=[O:17])[NH:14][C:13]=3[CH:18]=2)[CH2:7][CH2:6][C:5](=[O:8])[CH2:4][CH2:3]1.CC[N+](S(N=C(OC)[O-])(=O)=O)(CC)CC, predict the reaction product. The product is: [O:8]=[C:5]1[CH2:6][CH2:7][C:2]([C:9]2[CH:10]=[CH:11][C:12]3[O:16][C:15](=[O:17])[NH:14][C:13]=3[CH:18]=2)=[CH:3][CH2:4]1.